From a dataset of NCI-60 drug combinations with 297,098 pairs across 59 cell lines. Regression. Given two drug SMILES strings and cell line genomic features, predict the synergy score measuring deviation from expected non-interaction effect. (1) Drug 1: CC1=C(C=C(C=C1)NC2=NC=CC(=N2)N(C)C3=CC4=NN(C(=C4C=C3)C)C)S(=O)(=O)N.Cl. Drug 2: CS(=O)(=O)CCNCC1=CC=C(O1)C2=CC3=C(C=C2)N=CN=C3NC4=CC(=C(C=C4)OCC5=CC(=CC=C5)F)Cl. Cell line: OVCAR-5. Synergy scores: CSS=-1.16, Synergy_ZIP=1.75, Synergy_Bliss=0.375, Synergy_Loewe=-5.91, Synergy_HSA=-1.78. (2) Drug 1: C1CCC(C1)C(CC#N)N2C=C(C=N2)C3=C4C=CNC4=NC=N3. Drug 2: C1=CN(C(=O)N=C1N)C2C(C(C(O2)CO)O)O.Cl. Cell line: IGROV1. Synergy scores: CSS=2.60, Synergy_ZIP=-5.89, Synergy_Bliss=-7.57, Synergy_Loewe=-7.10, Synergy_HSA=-5.85. (3) Drug 1: CNC(=O)C1=NC=CC(=C1)OC2=CC=C(C=C2)NC(=O)NC3=CC(=C(C=C3)Cl)C(F)(F)F. Drug 2: CN(C(=O)NC(C=O)C(C(C(CO)O)O)O)N=O. Cell line: A549. Synergy scores: CSS=4.85, Synergy_ZIP=1.23, Synergy_Bliss=5.95, Synergy_Loewe=2.78, Synergy_HSA=2.20. (4) Drug 1: CC(CN1CC(=O)NC(=O)C1)N2CC(=O)NC(=O)C2. Drug 2: C1CCC(CC1)NC(=O)N(CCCl)N=O. Cell line: MOLT-4. Synergy scores: CSS=69.2, Synergy_ZIP=-1.53, Synergy_Bliss=-1.76, Synergy_Loewe=-4.74, Synergy_HSA=-0.142. (5) Drug 1: CC1=C(C=C(C=C1)C(=O)NC2=CC(=CC(=C2)C(F)(F)F)N3C=C(N=C3)C)NC4=NC=CC(=N4)C5=CN=CC=C5. Drug 2: C1CNP(=O)(OC1)N(CCCl)CCCl. Cell line: NCI-H322M. Synergy scores: CSS=5.18, Synergy_ZIP=1.50, Synergy_Bliss=6.60, Synergy_Loewe=-4.80, Synergy_HSA=2.72.